From a dataset of Retrosynthesis with 50K atom-mapped reactions and 10 reaction types from USPTO. Predict the reactants needed to synthesize the given product. (1) The reactants are: C[O-].Cc1cc(Cl)nc(Nc2ccccc2)n1. Given the product COc1cc(C)nc(Nc2ccccc2)n1, predict the reactants needed to synthesize it. (2) Given the product NS(=O)(=O)c1cc2c(cc1O)C(c1ccccc1)CNCC2, predict the reactants needed to synthesize it. The reactants are: COc1cc2c(cc1S(N)(=O)=O)CCNCC2c1ccccc1. (3) The reactants are: CNc1ccc(C(=O)Nc2ccc(Br)cc2)cc1[N+](=O)[O-]. Given the product CNc1ccc(C(=O)Nc2ccc(Br)cc2)cc1N, predict the reactants needed to synthesize it. (4) Given the product CN(CCNC(=O)OC(C)(C)C)[C@H]1COc2ccccc2-c2c(C3CCCCC3)c3ccc(C(=O)NS(=O)(=O)CCCCl)cc3n2C1, predict the reactants needed to synthesize it. The reactants are: CN(CCNC(=O)OC(C)(C)C)[C@H]1COc2ccccc2-c2c(C3CCCCC3)c3ccc(C(=O)O)cc3n2C1.NS(=O)(=O)CCCCl. (5) Given the product O=Cc1cn(-c2ccc(Cl)cc2F)cn1, predict the reactants needed to synthesize it. The reactants are: Fc1cc(Cl)ccc1I.O=Cc1c[nH]cn1. (6) Given the product CCCCCCCCCCCCCCCCSC[C@@H](C)C(=O)N1CCC[C@H]1C(=O)O, predict the reactants needed to synthesize it. The reactants are: CCCCCCCCCCCCCCCCI.C[C@H](CS)C(=O)N1CCC[C@H]1C(=O)O.